From a dataset of Retrosynthesis with 50K atom-mapped reactions and 10 reaction types from USPTO. Predict the reactants needed to synthesize the given product. (1) Given the product O=C(COCCCl)c1cc2ccsc2cc1F, predict the reactants needed to synthesize it. The reactants are: OC(COCCCl)c1cc2ccsc2cc1F. (2) Given the product CN(C)S(=O)(=O)c1ccccc1Nc1nc(Nc2ccc3c(c2)CCN(C(=O)C2COCCO2)CC3)ncc1Cl, predict the reactants needed to synthesize it. The reactants are: CN(C)S(=O)(=O)c1ccccc1Nc1nc(Cl)ncc1Cl.Nc1ccc2c(c1)CCN(C(=O)C1COCCO1)CC2. (3) Given the product Cc1cc2ccccc2n1-c1ccc(OCc2ccccc2)c(F)c1, predict the reactants needed to synthesize it. The reactants are: Cc1cc2ccccc2[nH]1.Fc1cc(Br)ccc1OCc1ccccc1. (4) Given the product CC(C)(O)C(=O)Nc1nc(CN2CCC(OC(c3ccccc3)c3ccccc3)CC2)cs1, predict the reactants needed to synthesize it. The reactants are: CC(=O)OC(C)(C)C(=O)Nc1nc(CN2CCC(OC(c3ccccc3)c3ccccc3)CC2)cs1. (5) Given the product c1cnc(OC2CN(c3ccc4ccccc4n3)C2)c(C2CCOCC2)c1, predict the reactants needed to synthesize it. The reactants are: Clc1ccc2ccccc2n1.c1cnc(OC2CNC2)c(C2CCOCC2)c1. (6) The reactants are: CC(C)(C)OC(=O)N1CCc2cn(-c3ccc(C(N)=O)cc3)nc2CC1. Given the product NC(=O)c1ccc(-n2cc3c(n2)CCNCC3)cc1, predict the reactants needed to synthesize it.